Dataset: Peptide-MHC class II binding affinity with 134,281 pairs from IEDB. Task: Regression. Given a peptide amino acid sequence and an MHC pseudo amino acid sequence, predict their binding affinity value. This is MHC class II binding data. The peptide sequence is KEAISPPDAASAAPL. The MHC is DRB1_0404 with pseudo-sequence DRB1_0404. The binding affinity (normalized) is 0.225.